From a dataset of Reaction yield outcomes from USPTO patents with 853,638 reactions. Predict the reaction yield, written as a fraction of the theoretical maximum amount of product (1.0 means a 100% yield; for example, 0.34 means a 34% yield). (1) The reactants are C([C:4]1[CH:9]=[CH:8][C:7]([NH:10][C:11](=[O:17])/[CH:12]=[CH:13]\[C:14]([OH:16])=O)=[CH:6][CH:5]=1)(O)=O.[C:18]([O:21]C(=O)C)(=[O:20])C.C([O-])(=O)C.[Na+]. No catalyst specified. The product is [O:16]=[C:14]1[CH:13]=[CH:12][C:11](=[O:17])[N:10]1[C:7]1[C:6]([C:18]([OH:21])=[O:20])=[CH:5][CH:4]=[CH:9][CH:8]=1. The yield is 0.330. (2) The reactants are C[O:2][C:3]1[CH:8]=[CH:7][C:6]([CH2:9][CH2:10][CH2:11][C:12]2[N:13]=[C:14]([C:17]([OH:19])=[O:18])[NH:15][CH:16]=2)=[CH:5][CH:4]=1.B(Br)(Br)Br. The catalyst is ClCCl. The product is [OH:2][C:3]1[CH:8]=[CH:7][C:6]([CH2:9][CH2:10][CH2:11][C:12]2[N:13]=[C:14]([C:17]([OH:19])=[O:18])[NH:15][CH:16]=2)=[CH:5][CH:4]=1. The yield is 0.710.